From a dataset of Experimentally validated miRNA-target interactions with 360,000+ pairs, plus equal number of negative samples. Binary Classification. Given a miRNA mature sequence and a target amino acid sequence, predict their likelihood of interaction. (1) The miRNA is rno-miR-126a-5p with sequence CAUUAUUACUUUUGGUACGCG. The protein sequence of the target gene is MEKRLGVKPNPASWILSGYYWQTSAKWLRSLYLFYTCFCFSVLWLSTDASESRCQQGKTQFGVGLRSGGENHLWLLEGTPSLQSCWAACCQDSACHVFWWLEGMCIQADCSRPQSCRAFRTHSSNSMLVFLKKFQTADDLGFLPEDDVPHLLGLGWNWASWRQSPPRAALRPAVSSSDQQSLIRKLQKRGSPSDVVTPIVTQHSKVNDSNELGGLTTSGSAEVHKAITISSPLTTDLTAELSGGPKNVSVQPEISEGLATTPSTQQVKSSEKTQIAVPQPVAPSYSYATPTPQASFQSTS.... Result: 0 (no interaction). (2) The miRNA is rno-miR-218a-5p with sequence UUGUGCUUGAUCUAACCAUGU. The protein sequence of the target gene is MPLRDKYCQTDHHHHGCCEPVYILEPGDPPLLQQPVQTSKSGIQQIIECFRSGTKQLKHILLKDVDTIFECKLCRSLFRGLPNLITHKKFYCPPSLQMDDNLPDVNDKQSQAISDLLEAIYPRVDKREYIIKLEPIETNQNAVFQYISRTDNPAEVTESSSTPEQTEVQIQETSSEQLKAVPDADTEVEEAIEPPSIETVVDEAAAPTEEQPQESQADLETSDSSDLGHQLICCLCRKEFNSRRGVRRHIRKVHKKKMEELKKYIETRKTPNQSSKGRSKSVLVSLSRSCPVCCKSFATK.... Result: 0 (no interaction). (3) The miRNA is hsa-miR-6833-3p with sequence UUUCUCUCUCCACUUCCUCAG. The protein sequence of the target gene is MEHPLFGCLRSPHATAQGLHPFSQSSLALHGRSDHMSYPELSTSSSSCIIAGYPNEEGMFASQHHRGHHHHHHHHHHHHHQQQQHQALQTNWHLPQMSSPPSAARHSLCLQPDSGGPPELGSSPPVLCSNSSSLGSSTPTGAACAPGDYGRQALSPAEAEKRSGGKRKSDSSDSQEGNYKSEVNSKPRKERTAFTKEQIRELEAEFAHHNYLTRLRRYEIAVNLDLTERQVKVWFQNRRMKWKRVKGGQQGAAAREKELVNVKKGTLLPSELSGIGAATLQQTGDSIANEDSHDSDHSSE.... Result: 1 (interaction). (4) The miRNA is hsa-miR-2467-3p with sequence AGCAGAGGCAGAGAGGCUCAGG. The protein sequence of the target gene is MAIAYFIPDQAQLLARSYQQNGQQTAASPRTTATAAAPSQQQQQSQQQQQQQRHHHQQQRPQFRANISVPLGSQQGSMTMSEFGCWDLLAQIFCYALRIYSYSSSQRQPTVIQISFEISSGGQNNDEDDVTDATSKEN. Result: 0 (no interaction). (5) The miRNA is mmu-miR-590-5p with sequence GAGCUUAUUCAUAAAAGUGCAG. The protein sequence of the target gene is MVHFCGLLTLHREPVPLKSISVSVNIYEFVAGVSATLNYENEEKVPLEAFFVFPMDEDSAVYSFEALVDGKKIVAELQDKMKARTNYEKAISQGHQAFLLEGDSSSRDVFSCNVGNLQPGSKAAVTLKYVQELPLEADGALRFVLPAVLNPRYQFSGSSKDSCLNVKTPIVPVEDLPYTLSMVATIDSQHGIEKVQSNCPLSPTEYLGEDKTSAQVSLAAGHKFDRDVELLIYYNEVHTPSVVLEMGMPNMKPGHLMGDPSAMVSFYPNIPEDQPSNTCGEFIFLMDRSGSMQSPMSSQD.... Result: 0 (no interaction).